From a dataset of NCI-60 drug combinations with 297,098 pairs across 59 cell lines. Regression. Given two drug SMILES strings and cell line genomic features, predict the synergy score measuring deviation from expected non-interaction effect. (1) Drug 1: CC12CCC(CC1=CCC3C2CCC4(C3CC=C4C5=CN=CC=C5)C)O. Drug 2: CC12CCC3C(C1CCC2O)C(CC4=C3C=CC(=C4)O)CCCCCCCCCS(=O)CCCC(C(F)(F)F)(F)F. Cell line: NCIH23. Synergy scores: CSS=9.88, Synergy_ZIP=-1.44, Synergy_Bliss=4.83, Synergy_Loewe=2.77, Synergy_HSA=3.38. (2) Drug 1: COC1=CC(=CC(=C1O)OC)C2C3C(COC3=O)C(C4=CC5=C(C=C24)OCO5)OC6C(C(C7C(O6)COC(O7)C8=CC=CS8)O)O. Drug 2: CC1=C2C(C(=O)C3(C(CC4C(C3C(C(C2(C)C)(CC1OC(=O)C(C(C5=CC=CC=C5)NC(=O)OC(C)(C)C)O)O)OC(=O)C6=CC=CC=C6)(CO4)OC(=O)C)O)C)O. Cell line: HOP-92. Synergy scores: CSS=53.7, Synergy_ZIP=-1.92, Synergy_Bliss=-1.53, Synergy_Loewe=1.43, Synergy_HSA=4.02. (3) Drug 1: CC1CCC2CC(C(=CC=CC=CC(CC(C(=O)C(C(C(=CC(C(=O)CC(OC(=O)C3CCCCN3C(=O)C(=O)C1(O2)O)C(C)CC4CCC(C(C4)OC)O)C)C)O)OC)C)C)C)OC. Drug 2: CC1CCCC2(C(O2)CC(NC(=O)CC(C(C(=O)C(C1O)C)(C)C)O)C(=CC3=CSC(=N3)C)C)C. Cell line: OVCAR-4. Synergy scores: CSS=42.5, Synergy_ZIP=0.0216, Synergy_Bliss=2.07, Synergy_Loewe=-0.356, Synergy_HSA=4.91.